From a dataset of Reaction yield outcomes from USPTO patents with 853,638 reactions. Predict the reaction yield, written as a fraction of the theoretical maximum amount of product (1.0 means a 100% yield; for example, 0.34 means a 34% yield). (1) The reactants are [F:1][C:2]1[CH:7]=[C:6]([CH2:8][C:9]2[C:10](=[O:28])[N:11]([CH:21]3[CH2:26][CH2:25][CH:24]([OH:27])[CH2:23][CH2:22]3)[C:12]3[N:13]([N:18]=[CH:19][N:20]=3)[C:14]=2[CH2:15][CH2:16][CH3:17])[CH:5]=[CH:4][C:3]=1[C:29]1[C:30]([C:35]#[N:36])=[CH:31][CH:32]=[CH:33][CH:34]=1.[N+](=CC(OCC)=[O:41])=[N-].[C:45]1([CH3:51])[CH:50]=CC=C[CH:46]=1. The catalyst is C([O-])(=O)C.[Rh+]. The product is [F:1][C:2]1[CH:7]=[C:6]([CH2:8][C:9]2[C:10](=[O:28])[N:11]([C@H:21]3[CH2:22][CH2:23][C@H:24]([O:27][CH2:46][C:45]([OH:41])([CH3:51])[CH3:50])[CH2:25][CH2:26]3)[C:12]3[N:13]([N:18]=[CH:19][N:20]=3)[C:14]=2[CH2:15][CH2:16][CH3:17])[CH:5]=[CH:4][C:3]=1[C:29]1[C:30]([C:35]#[N:36])=[CH:31][CH:32]=[CH:33][CH:34]=1. The yield is 0.230. (2) The reactants are [Br:1][C:2]1[C:7]([N+:8]([O-:10])=[O:9])=[CH:6][C:5]([OH:11])=[C:4]([CH:12]2[CH2:17][CH2:16][CH2:15][CH2:14][CH2:13]2)[CH:3]=1.C([O-])([O-])=O.[Cs+].[Cs+].[CH2:24](Br)[C:25]1[CH:30]=[CH:29][CH:28]=[CH:27][CH:26]=1. The catalyst is CN(C=O)C. The product is [CH2:24]([O:11][C:5]1[CH:6]=[C:7]([N+:8]([O-:10])=[O:9])[C:2]([Br:1])=[CH:3][C:4]=1[CH:12]1[CH2:17][CH2:16][CH2:15][CH2:14][CH2:13]1)[C:25]1[CH:30]=[CH:29][CH:28]=[CH:27][CH:26]=1. The yield is 0.870. (3) The reactants are Cl[C:2]1[N:10]=[C:9]([CH3:11])[CH:8]=[CH:7][C:3]=1[C:4]([OH:6])=[O:5].[NH3:12]. The catalyst is CO. The product is [NH2:12][C:2]1[N:10]=[C:9]([CH3:11])[CH:8]=[CH:7][C:3]=1[C:4]([OH:6])=[O:5]. The yield is 0.540. (4) The product is [NH2:1][C:2]1[C:7]2=[C:8]([C:37]3[CH:38]=[CH:39][C:40]4[C:35]([CH:36]=3)=[N:34][N:33]([CH2:26][C:27]3[CH:32]=[CH:31][CH:30]=[CH:29][CH:28]=3)[CH:41]=4)[CH:9]=[C:10]([C:11]3([OH:24])[CH2:16][CH2:15][CH2:14][N:13]([C:17]([O:19][C:20]([CH3:23])([CH3:22])[CH3:21])=[O:18])[CH2:12]3)[N:6]2[N:5]=[CH:4][N:3]=1. The reactants are [NH2:1][C:2]1[C:7]2=[C:8](Br)[CH:9]=[C:10]([C:11]3([OH:24])[CH2:16][CH2:15][CH2:14][N:13]([C:17]([O:19][C:20]([CH3:23])([CH3:22])[CH3:21])=[O:18])[CH2:12]3)[N:6]2[N:5]=[CH:4][N:3]=1.[CH2:26]([N:33]1[CH:41]=[C:40]2[C:35]([CH:36]=[C:37](B3OC(C)(C)C(C)(C)O3)[CH:38]=[CH:39]2)=[N:34]1)[C:27]1[CH:32]=[CH:31][CH:30]=[CH:29][CH:28]=1.C([O-])([O-])=O.[Na+].[Na+].O. The yield is 0.710. The catalyst is CN(C=O)C.C1C=CC([P]([Pd]([P](C2C=CC=CC=2)(C2C=CC=CC=2)C2C=CC=CC=2)([P](C2C=CC=CC=2)(C2C=CC=CC=2)C2C=CC=CC=2)[P](C2C=CC=CC=2)(C2C=CC=CC=2)C2C=CC=CC=2)(C2C=CC=CC=2)C2C=CC=CC=2)=CC=1. (5) The reactants are Cl[C:2]1[N:3]=[C:4]2[CH:9]=[CH:8][C:7]([C:10]3[CH:11]=[N:12][CH:13]=[N:14][CH:15]=3)=[N:6][N:5]2[C:16]=1[C:17]1[N:22]=[C:21]([CH3:23])[N:20]=[C:19]([NH2:24])[CH:18]=1.C(=O)([O-])[O-].[Cs+].[Cs+].[NH2:31][C:32]1[CH:36]=[CH:35][NH:34][N:33]=1. No catalyst specified. The product is [NH2:24][C:19]1[N:20]=[C:21]([CH3:23])[N:22]=[C:17]([C:16]2[N:5]3[N:6]=[C:7]([C:10]4[CH:11]=[N:12][CH:13]=[N:14][CH:15]=4)[CH:8]=[CH:9][C:4]3=[N:3][C:2]=2[NH:31][C:32]2[CH:36]=[CH:35][NH:34][N:33]=2)[CH:18]=1. The yield is 0.733. (6) The reactants are [F:8][C:7]([F:10])([F:9])[C:6](O[C:6](=[O:11])[C:7]([F:10])([F:9])[F:8])=[O:11].[NH2:14][CH2:15][CH2:16][CH2:17][C:18]1[C:19]([C:30]2[CH:35]=[CH:34][N:33]=[CH:32][CH:31]=2)=[C:20]([C:23]2[CH:28]=[CH:27][C:26]([F:29])=[CH:25][CH:24]=2)[NH:21][CH:22]=1.C(=O)([O-])O.[Na+]. The catalyst is O1CCCC1. The product is [F:29][C:26]1[CH:25]=[CH:24][C:23]([C:20]2[NH:21][CH:22]=[C:18]([CH2:17][CH2:16][CH2:15][NH:14][C:6](=[O:11])[C:7]([F:8])([F:9])[F:10])[C:19]=2[C:30]2[CH:35]=[CH:34][N:33]=[CH:32][CH:31]=2)=[CH:28][CH:27]=1. The yield is 0.310. (7) The reactants are Br[C:2]1[CH:7]=[CH:6][CH:5]=[CH:4][C:3]=1[CH2:8][CH2:9][CH2:10][N:11]1[C:19]2[C:14](=[CH:15][CH:16]=[C:17]([C:20]([O:22][CH3:23])=[O:21])[CH:18]=2)[C:13]([CH:24]2[CH2:29][CH2:28][CH2:27][CH2:26][CH2:25]2)=[CH:12]1.C([O-])(=O)C.[K+].O. The catalyst is CN(C)C(=O)C.C1C=CC([P]([Pd]([P](C2C=CC=CC=2)(C2C=CC=CC=2)C2C=CC=CC=2)([P](C2C=CC=CC=2)(C2C=CC=CC=2)C2C=CC=CC=2)[P](C2C=CC=CC=2)(C2C=CC=CC=2)C2C=CC=CC=2)(C2C=CC=CC=2)C2C=CC=CC=2)=CC=1. The product is [CH:24]1([C:13]2[C:14]3[CH:15]=[CH:16][C:17]([C:20]([O:22][CH3:23])=[O:21])=[CH:18][C:19]=3[N:11]3[CH2:10][CH2:9][CH2:8][C:3]4[CH:4]=[CH:5][CH:6]=[CH:7][C:2]=4[C:12]=23)[CH2:25][CH2:26][CH2:27][CH2:28][CH2:29]1. The yield is 0.270. (8) The reactants are [S:1]1[CH:5]=[CH:4][CH:3]=[C:2]1[CH2:6][CH2:7][OH:8].[CH2:9]=O.[In+3]. The catalyst is C(#N)C. The product is [S:1]1[C:2]2[CH2:6][CH2:7][O:8][CH2:9][C:3]=2[CH:4]=[CH:5]1. The yield is 0.430. (9) The reactants are C(=O)([O-])[O-].[Na+].[Na+].[C:7](Cl)(=[O:10])[O:8][CH3:9].C1COCC1.[NH2:17][C:18]1[C:23](=[O:24])[NH:22][CH:21]([NH:25][C:26]2[CH:31]=[CH:30][C:29]([O:32][C:33]3[CH:38]=[CH:37][CH:36]=[C:35]([C:39]#[N:40])[N:34]=3)=[CH:28][CH:27]=2)[N:20]([CH2:41][C:42]2[CH:47]=[CH:46][C:45]([Cl:48])=[CH:44][CH:43]=2)[CH:19]=1. The catalyst is O. The product is [Cl:48][C:45]1[CH:44]=[CH:43][C:42]([CH2:41][N:20]2[CH:19]=[C:18]([NH:17][C:7]([O:8][CH3:9])=[O:10])[C:23](=[O:24])[NH:22][CH:21]2[NH:25][C:26]2[CH:27]=[CH:28][C:29]([O:32][C:33]3[CH:38]=[CH:37][CH:36]=[C:35]([C:39]#[N:40])[N:34]=3)=[CH:30][CH:31]=2)=[CH:47][CH:46]=1. The yield is 0.500.